From a dataset of Peptide-MHC class I binding affinity with 185,985 pairs from IEDB/IMGT. Regression. Given a peptide amino acid sequence and an MHC pseudo amino acid sequence, predict their binding affinity value. This is MHC class I binding data. The binding affinity (normalized) is 0.442. The MHC is HLA-A02:01 with pseudo-sequence HLA-A02:01. The peptide sequence is IILVIIVVI.